Predict the reaction yield, written as a fraction of the theoretical maximum amount of product (1.0 means a 100% yield; for example, 0.34 means a 34% yield). From a dataset of Reaction yield outcomes from USPTO patents with 853,638 reactions. (1) The reactants are [CH3:1][C:2]([C:4]1[CH:9]=[CH:8][C:7](Br)=[CH:6][CH:5]=1)=[O:3].[NH:11]1[CH:15]=[N:14][CH:13]=[N:12]1.C([O-])([O-])=O.[Cs+].[Cs+]. The catalyst is CN(C=O)C.O.[Cu]I. The product is [N:11]1([C:7]2[CH:8]=[CH:9][C:4]([C:2](=[O:3])[CH3:1])=[CH:5][CH:6]=2)[CH:15]=[N:14][CH:13]=[N:12]1. The yield is 0.960. (2) The reactants are [F:1][C:2]([F:11])([F:10])[C:3]1[CH:9]=[CH:8][CH:7]=[CH:6][C:4]=1[NH2:5].N1C=CC=CC=1.[Br:18][C:19]1[CH:24]=[CH:23][C:22]([S:25](Cl)(=[O:27])=[O:26])=[CH:21][CH:20]=1. The catalyst is C(Cl)Cl. The product is [Br:18][C:19]1[CH:24]=[CH:23][C:22]([S:25]([NH:5][C:4]2[CH:6]=[CH:7][CH:8]=[CH:9][C:3]=2[C:2]([F:10])([F:11])[F:1])(=[O:27])=[O:26])=[CH:21][CH:20]=1. The yield is 0.480.